From a dataset of Full USPTO retrosynthesis dataset with 1.9M reactions from patents (1976-2016). Predict the reactants needed to synthesize the given product. (1) Given the product [CH:15]1([C:13]([NH:12][C:7]2[N:8]=[CH:9][C:10]3[C:5]([CH:6]=2)=[CH:4][CH:3]=[C:2]([C:20]2[CH:21]=[C:22]([CH:26]=[CH:27][C:19]=2[CH3:18])[C:23]([OH:25])=[O:24])[CH:11]=3)=[O:14])[CH2:17][CH2:16]1, predict the reactants needed to synthesize it. The reactants are: Br[C:2]1[CH:11]=[C:10]2[C:5]([CH:6]=[C:7]([NH:12][C:13]([CH:15]3[CH2:17][CH2:16]3)=[O:14])[N:8]=[CH:9]2)=[CH:4][CH:3]=1.[CH3:18][C:19]1[CH:27]=[CH:26][C:22]([C:23]([OH:25])=[O:24])=[CH:21][C:20]=1B1OC(C)(C)C(C)(C)O1.C(=O)([O-])[O-].[K+].[K+].O1CCOCC1.O.C(O)(=O)CC(CC(O)=O)(C(O)=O)O. (2) The reactants are: S(S([O-])=O)([O-])=O.[Na+].[Na+].[Br:9][C:10]1[C:15]([OH:16])=[C:14]([N+:17]([O-])=O)[CH:13]=[C:12]([F:20])[CH:11]=1. Given the product [NH2:17][C:14]1[CH:13]=[C:12]([F:20])[CH:11]=[C:10]([Br:9])[C:15]=1[OH:16], predict the reactants needed to synthesize it. (3) Given the product [Cl:14][C:15]1[CH:24]=[CH:23][CH:22]=[C:21]([F:25])[C:16]=1[CH:17]([N:18]([CH3:20])[CH3:19])[C:6]1[C:5]2[C:9](=[CH:10][CH:11]=[CH:12][C:4]=2[N+:1]([O-:3])=[O:2])[NH:8][CH:7]=1, predict the reactants needed to synthesize it. The reactants are: [N+:1]([C:4]1[CH:12]=[CH:11][CH:10]=[C:9]2[C:5]=1[CH:6]=[CH:7][NH:8]2)([O-:3])=[O:2].[Cl-].[Cl:14][C:15]1[CH:24]=[CH:23][CH:22]=[C:21]([F:25])[C:16]=1[CH:17]=[N+:18]([CH3:20])[CH3:19].ClC1C=CC=C(F)C=1C=O.CNC. (4) The reactants are: [C:1]1([C:7]2[C:11]([C:12]([OH:14])=[O:13])=[CH:10][NH:9][N:8]=2)[CH:6]=[CH:5][CH:4]=[CH:3][CH:2]=1.[CH3:15][Si](C=[N+]=[N-])(C)C. Given the product [C:1]1([C:7]2[C:11]([C:12]([O:14][CH3:15])=[O:13])=[CH:10][NH:9][N:8]=2)[CH:2]=[CH:3][CH:4]=[CH:5][CH:6]=1, predict the reactants needed to synthesize it. (5) Given the product [C:2]([N:6]1[CH:12]=[C:9]2[O:17][C:18]3([CH2:13][C:15](=[O:16])[C:10]2=[N:7]1)[CH2:19][CH2:20][N:21]([C:24]([O:26][C:27]([CH3:30])([CH3:29])[CH3:28])=[O:25])[CH2:22][CH2:23]3)([CH3:5])([CH3:4])[CH3:3], predict the reactants needed to synthesize it. The reactants are: Cl.[C:2]([NH:6][NH2:7])([CH3:5])([CH3:4])[CH3:3].O=[C:9]([CH3:12])[CH:10]=O.[CH:13]([CH:15]=[O:16])=O.[O:17]=[C:18]1[CH2:23][CH2:22][N:21]([C:24]([O:26][C:27]([CH3:30])([CH3:29])[CH3:28])=[O:25])[CH2:20][CH2:19]1.N1CCCC1.Cl. (6) Given the product [C:1]([NH:4][C@@H:5]1[C@@H:10]([NH2:11])[CH2:9][C:8]([C:12]([NH:14][C@@H:15]([CH2:20][CH2:21][CH2:22][CH2:23][NH:24][C:25](=[O:47])[CH2:26][CH2:27]/[CH:28]=[CH:29]\[CH2:30]/[CH:31]=[CH:32]\[CH2:33]/[CH:34]=[CH:35]\[CH2:36]/[CH:37]=[CH:38]\[CH2:39]/[CH:40]=[CH:41]\[CH2:42]/[CH:43]=[CH:44]\[CH2:45][CH3:46])[C:16]([OH:18])=[O:17])=[O:13])=[CH:7][C@H:6]1[O:48][CH:49]([CH2:50][CH3:51])[CH2:52][CH3:53])(=[O:3])[CH3:2], predict the reactants needed to synthesize it. The reactants are: [C:1]([NH:4][C@@H:5]1[C@@H:10]([NH2:11])[CH2:9][C:8]([C:12]([NH:14][C@@H:15]([CH2:20][CH2:21][CH2:22][CH2:23][NH:24][C:25](=[O:47])[CH2:26][CH2:27]/[CH:28]=[CH:29]\[CH2:30]/[CH:31]=[CH:32]\[CH2:33]/[CH:34]=[CH:35]\[CH2:36]/[CH:37]=[CH:38]\[CH2:39]/[CH:40]=[CH:41]\[CH2:42]/[CH:43]=[CH:44]\[CH2:45][CH3:46])[C:16]([O:18]C)=[O:17])=[O:13])=[CH:7][C@H:6]1[O:48][CH:49]([CH2:52][CH3:53])[CH2:50][CH3:51])(=[O:3])[CH3:2].[OH-].[Na+].Cl. (7) Given the product [Cl:1][C:2]1[CH:3]=[C:4]([NH:17][C:18]2[C:19]3[N:26]([CH2:27][C:28]4[CH:36]=[CH:35][C:31]([C:32]([NH:57][CH2:58][CH2:59][OH:60])=[O:33])=[CH:30][CH:29]=4)[CH:25]=[CH:24][C:20]=3[N:21]=[CH:22][N:23]=2)[CH:5]=[CH:6][C:7]=1[O:8][CH2:9][C:10]1[CH:15]=[CH:14][CH:13]=[C:12]([F:16])[CH:11]=1, predict the reactants needed to synthesize it. The reactants are: [Cl:1][C:2]1[CH:3]=[C:4]([NH:17][C:18]2[C:19]3[N:26]([CH2:27][C:28]4[CH:36]=[CH:35][C:31]([C:32](O)=[O:33])=[CH:30][CH:29]=4)[CH:25]=[CH:24][C:20]=3[N:21]=[CH:22][N:23]=2)[CH:5]=[CH:6][C:7]=1[O:8][CH2:9][C:10]1[CH:15]=[CH:14][CH:13]=[C:12]([F:16])[CH:11]=1.Cl.CN(C)CCCN=C=NCC.ON1C(=O)CCC1=O.[NH2:57][CH2:58][CH2:59][OH:60].C(=O)([O-])O.[Na+].